From a dataset of Catalyst prediction with 721,799 reactions and 888 catalyst types from USPTO. Predict which catalyst facilitates the given reaction. (1) Reactant: [Br:1][C:2]1[C:14]([F:15])=[CH:13][C:12]([C:16]([OH:18])=[O:17])=[C:11]2[C:3]=1[C:4]1[CH2:5][CH2:6][CH:7]([C:19]([O:21][CH2:22][CH3:23])=[O:20])[CH2:8][C:9]=1[NH:10]2.ClC1C(=O)C(C#N)=C(C#N)C(=O)C=1Cl. Product: [Br:1][C:2]1[C:3]2[C:4]3[C:9](=[CH:8][C:7]([C:19]([O:21][CH2:22][CH3:23])=[O:20])=[CH:6][CH:5]=3)[NH:10][C:11]=2[C:12]([C:16]([OH:18])=[O:17])=[CH:13][C:14]=1[F:15]. The catalyst class is: 49. (2) Reactant: [Cl:1][C:2]1[CH:26]=[CH:25][C:24](B2OC(C)(C)C(C)(C)O2)=[CH:23][C:3]=1[C:4]([NH:6][C:7]1[N:11]([C:12]2[CH:17]=[CH:16][CH:15]=[CH:14][CH:13]=2)[N:10]=[C:9]([C:18]([O:20][CH2:21][CH3:22])=[O:19])[CH:8]=1)=[O:5].[Cl:36][C:37]1[CH:38]=[CH:39][C:40]([CH2:44][C:45]#[N:46])=[N:41][C:42]=1Cl.C([O-])([O-])=O.[Na+].[Na+]. Product: [Cl:1][C:2]1[CH:26]=[CH:25][C:24]([C:42]2[C:37]([Cl:36])=[CH:38][CH:39]=[C:40]([CH2:44][C:45]#[N:46])[N:41]=2)=[CH:23][C:3]=1[C:4]([NH:6][C:7]1[N:11]([C:12]2[CH:13]=[CH:14][CH:15]=[CH:16][CH:17]=2)[N:10]=[C:9]([C:18]([O:20][CH2:21][CH3:22])=[O:19])[CH:8]=1)=[O:5]. The catalyst class is: 70. (3) Reactant: [OH:1][B:2]([OH:12])[C:3]1[CH:11]=[CH:10][C:6]([C:7]([OH:9])=[O:8])=[CH:5][CH:4]=1.O[C:14]([C:17](O)([CH3:19])[CH3:18])([CH3:16])[CH3:15]. Product: [CH3:15][C:14]1([CH3:16])[C:17]([CH3:19])([CH3:18])[O:12][B:2]([C:3]2[CH:11]=[CH:10][C:6]([C:7]([OH:9])=[O:8])=[CH:5][CH:4]=2)[O:1]1. The catalyst class is: 11. (4) Reactant: [NH2:1][CH2:2][C@H:3]([CH2:7][C@H:8]([NH:24][C:25]([C:27]1[N:28]=[N:29][NH:30][CH:31]=1)=[O:26])[CH2:9][C:10]1[CH:15]=[CH:14][C:13]([C:16]2[CH:21]=[C:20]([Cl:22])[CH:19]=[CH:18][C:17]=2[F:23])=[CH:12][CH:11]=1)[C:4]([OH:6])=[O:5].[C:32](Cl)(=[O:34])[CH3:33].CCN(CC)CC. Product: [C:32]([NH:1][CH2:2][C@H:3]([CH2:7][C@H:8]([NH:24][C:25]([C:27]1[N:28]=[N:29][NH:30][CH:31]=1)=[O:26])[CH2:9][C:10]1[CH:11]=[CH:12][C:13]([C:16]2[CH:21]=[C:20]([Cl:22])[CH:19]=[CH:18][C:17]=2[F:23])=[CH:14][CH:15]=1)[C:4]([OH:6])=[O:5])(=[O:34])[CH3:33]. The catalyst class is: 2.